Dataset: Full USPTO retrosynthesis dataset with 1.9M reactions from patents (1976-2016). Task: Predict the reactants needed to synthesize the given product. (1) Given the product [Cl:13][C:14]1[CH:19]=[N:18][CH:17]=[C:16]([O:7][CH2:6][C:5]2[CH:8]=[C:9]([O:11][CH3:12])[CH:10]=[C:3]([O:2][CH3:1])[CH:4]=2)[N:15]=1, predict the reactants needed to synthesize it. The reactants are: [CH3:1][O:2][C:3]1[CH:4]=[C:5]([CH:8]=[C:9]([O:11][CH3:12])[CH:10]=1)[CH2:6][OH:7].[Cl:13][C:14]1[CH:19]=[N:18][CH:17]=[C:16](Cl)[N:15]=1. (2) The reactants are: [NH2:1][C:2]1[CH:3]=[C:4]([NH:16][C:17](=[O:19])[CH3:18])[CH:5]=[C:6]([C:8]2[CH:13]=[CH:12][C:11]([F:14])=[CH:10][C:9]=2[F:15])[CH:7]=1.F[C:21]1[CH:30]=[CH:29][C:24]([C:25]([O:27][CH3:28])=[O:26])=[CH:23][C:22]=1[N+:31]([O-:33])=[O:32].[F-].[K+]. Given the product [C:17]([NH:16][C:4]1[CH:3]=[C:2]([NH:1][C:21]2[CH:30]=[CH:29][C:24]([C:25]([O:27][CH3:28])=[O:26])=[CH:23][C:22]=2[N+:31]([O-:33])=[O:32])[CH:7]=[C:6]([C:8]2[CH:13]=[CH:12][C:11]([F:14])=[CH:10][C:9]=2[F:15])[CH:5]=1)(=[O:19])[CH3:18], predict the reactants needed to synthesize it. (3) The reactants are: [C:1](O)([C:4]1[CH:9]=[CH:8][CH:7]=[CH:6][CH:5]=1)([CH3:3])[CH3:2]. Given the product [CH3:3][C:1]([C:4]1[CH:9]=[CH:8][CH:7]=[CH:6][CH:5]=1)=[CH2:2], predict the reactants needed to synthesize it.